This data is from Full USPTO retrosynthesis dataset with 1.9M reactions from patents (1976-2016). The task is: Predict the reactants needed to synthesize the given product. (1) Given the product [C:1]([O:5][C:6]([N:8]1[CH2:13][CH2:12][CH:11]([CH2:14][F:38])[CH2:10][CH2:9]1)=[O:7])([CH3:4])([CH3:3])[CH3:2], predict the reactants needed to synthesize it. The reactants are: [C:1]([O:5][C:6]([N:8]1[CH2:13][CH2:12][CH:11]([CH2:14]O)[CH2:10][CH2:9]1)=[O:7])([CH3:4])([CH3:3])[CH3:2].O.C(=O)([O-])O.[Na+].C(OCC)(=O)C.COCCN(S(F)(F)[F:38])CCOC. (2) Given the product [Cl:14][CH2:1][C:2]1[CH:10]=[CH:9][C:8]2[O:7][CH2:6][O:5][C:4]=2[CH:3]=1, predict the reactants needed to synthesize it. The reactants are: [CH2:1](O)[C:2]1[CH:10]=[CH:9][C:8]2[O:7][CH2:6][O:5][C:4]=2[CH:3]=1.O=S(Cl)[Cl:14]. (3) Given the product [F:24][C:21]1[C:22]2[CH:12]([CH2:11][N:8]3[CH2:9][CH2:10][C:5](=[O:4])[CH2:6][CH2:7]3)[CH2:13][N:14]3[C:23]=2[C:18]([CH:17]=[CH:16][C:15]3=[O:25])=[CH:19][CH:20]=1, predict the reactants needed to synthesize it. The reactants are: O1[C:5]2([CH2:10][CH2:9][N:8]([CH2:11][CH:12]3[C:22]4=[C:23]5[C:18](=[CH:19][CH:20]=[C:21]4[F:24])[CH:17]=[CH:16][C:15](=[O:25])[N:14]5[CH2:13]3)[CH2:7][CH2:6]2)[O:4]CC1.C(=O)(O)[O-].[Na+]. (4) Given the product [I:1][C:2]1[CH:7]=[CH:6][C:5]([C:8]2[N:39]([C:41]3[CH:46]=[CH:45][CH:44]=[CH:43][CH:42]=3)[C:33]3[C:34]([C:9]=2[CH2:10][CH2:11][CH2:12][N:13]2[CH2:18][CH2:17][CH:16]([C:19]4[CH:20]=[C:21]([NH:25][C:26](=[O:30])[CH:27]([CH3:29])[CH3:28])[CH:22]=[CH:23][CH:24]=4)[CH2:15][CH2:14]2)=[CH:35][CH:36]=[CH:37][CH:38]=3)=[CH:4][CH:3]=1, predict the reactants needed to synthesize it. The reactants are: [I:1][C:2]1[CH:7]=[CH:6][C:5]([C:8](=O)[CH2:9][CH2:10][CH2:11][CH2:12][N:13]2[CH2:18][CH2:17][CH:16]([C:19]3[CH:20]=[C:21]([NH:25][C:26](=[O:30])[CH:27]([CH3:29])[CH3:28])[CH:22]=[CH:23][CH:24]=3)[CH2:15][CH2:14]2)=[CH:4][CH:3]=1.Cl.[C:33]1([N:39]([C:41]2[CH:46]=[CH:45][CH:44]=[CH:43][CH:42]=2)N)[CH:38]=[CH:37][CH:36]=[CH:35][CH:34]=1. (5) Given the product [CH:1]1([C:4]2[NH:13][C:7]3[N:8]=[N:9][C:10]([C:17]#[C:16][CH2:15][CH2:14][N:18]4[CH:22]=[C:21]([C:23]([O:25][CH3:26])=[O:24])[N:20]=[N:19]4)=[CH:11][C:6]=3[CH:5]=2)[CH2:3][CH2:2]1, predict the reactants needed to synthesize it. The reactants are: [CH:1]1([C:4]2[NH:13][C:7]3[N:8]=[N:9][C:10](I)=[CH:11][C:6]=3[CH:5]=2)[CH2:3][CH2:2]1.[CH2:14]([N:18]1[CH:22]=[C:21]([C:23]([O:25][CH3:26])=[O:24])[N:20]=[N:19]1)[CH2:15][C:16]#[CH:17].CCN(CC)CC. (6) Given the product [F:1][C:2]1[CH:3]=[C:4]([NH:30][C:42](=[O:43])[CH2:41][C:40]([NH:39][C:34]2[CH:35]=[CH:36][CH:37]=[CH:38][C:33]=2[O:32][CH3:31])=[O:45])[CH:5]=[CH:6][C:7]=1[O:8][C:9]1[CH:14]=[CH:13][N:12]=[C:11]2[CH:15]=[C:16]([C:18]3[CH:19]=[CH:20][C:21]([CH2:24][N:25]4[CH2:29][CH2:28][CH2:27][CH2:26]4)=[CH:22][CH:23]=3)[S:17][C:10]=12, predict the reactants needed to synthesize it. The reactants are: [F:1][C:2]1[CH:3]=[C:4]([NH2:30])[CH:5]=[CH:6][C:7]=1[O:8][C:9]1[CH:14]=[CH:13][N:12]=[C:11]2[CH:15]=[C:16]([C:18]3[CH:23]=[CH:22][C:21]([CH2:24][N:25]4[CH2:29][CH2:28][CH2:27][CH2:26]4)=[CH:20][CH:19]=3)[S:17][C:10]=12.[CH3:31][O:32][C:33]1[CH:38]=[CH:37][CH:36]=[CH:35][C:34]=1[NH:39][C:40](=[O:45])[CH2:41][C:42](O)=[O:43].C1C=CC2N(O)N=NC=2C=1.C(Cl)CCl. (7) The reactants are: [CH3:1][NH:2][C@H:3]([C:7]([NH:9][C@H:10]([C:14]([N:16]([C@@H:18]([C@@H:57]([CH3:60])[CH2:58][CH3:59])[C@H:19]([O:55][CH3:56])[CH2:20][C:21]([N:23]1[CH2:27][CH2:26][CH2:25][C@H:24]1[C@H:28]([O:53][CH3:54])[C@@H:29]([CH3:52])[C:30]([NH:32][C@@H:33]([CH2:42][C:43]1[C:51]2[C:46](=[CH:47][CH:48]=[CH:49][CH:50]=2)[NH:45][CH:44]=1)[C:34]([N:36]1[CH2:41][CH2:40][CH2:39][CH2:38][O:37]1)=[O:35])=[O:31])=[O:22])[CH3:17])=[O:15])[CH:11]([CH3:13])[CH3:12])=[O:8])[CH:4]([CH3:6])[CH3:5].O=[CH:62][CH2:63][CH2:64][C:65]([OH:67])=[O:66].C(O)(=O)C. Given the product [C:65]([CH2:64][CH2:63][CH2:62][N:2]([CH3:1])[C@H:3]([C:7]([NH:9][C@H:10]([C:14]([N:16]([C@@H:18]([C@@H:57]([CH3:60])[CH2:58][CH3:59])[C@H:19]([O:55][CH3:56])[CH2:20][C:21]([N:23]1[CH2:27][CH2:26][CH2:25][C@H:24]1[C@H:28]([O:53][CH3:54])[C@@H:29]([CH3:52])[C:30]([NH:32][C@@H:33]([CH2:42][C:43]1[C:51]2[C:46](=[CH:47][CH:48]=[CH:49][CH:50]=2)[NH:45][CH:44]=1)[C:34]([N:36]1[CH2:41][CH2:40][CH2:39][CH2:38][O:37]1)=[O:35])=[O:31])=[O:22])[CH3:17])=[O:15])[CH:11]([CH3:12])[CH3:13])=[O:8])[CH:4]([CH3:5])[CH3:6])([OH:67])=[O:66], predict the reactants needed to synthesize it.